From a dataset of Reaction yield outcomes from USPTO patents with 853,638 reactions. Predict the reaction yield, written as a fraction of the theoretical maximum amount of product (1.0 means a 100% yield; for example, 0.34 means a 34% yield). The reactants are [NH:1]([C:3]([C:5]1[CH:6]=[C:7]([S:11]([NH:14][CH3:15])(=[O:13])=[O:12])[CH:8]=[CH:9][CH:10]=1)=[O:4])[NH2:2].[Cl:16][C:17]1[CH:18]=[CH:19][C:20]([OH:26])=[C:21]([C:23](=O)[CH3:24])[CH:22]=1. The catalyst is CO.C(O)(=O)C. The product is [Cl:16][C:17]1[CH:18]=[CH:19][C:20]([OH:26])=[C:21](/[C:23](=[N:2]/[NH:1][C:3]([C:5]2[CH:6]=[C:7]([S:11]([NH:14][CH3:15])(=[O:13])=[O:12])[CH:8]=[CH:9][CH:10]=2)=[O:4])/[CH3:24])[CH:22]=1. The yield is 0.368.